From a dataset of Catalyst prediction with 721,799 reactions and 888 catalyst types from USPTO. Predict which catalyst facilitates the given reaction. (1) Reactant: Cl[CH2:2][C:3]([NH:5][CH2:6][CH2:7][C:8]1[CH:16]=[CH:15][C:11]2[O:12][CH2:13][O:14][C:10]=2[CH:9]=1)=[O:4].[NH2:17][CH2:18][CH2:19][CH2:20][OH:21]. Product: [OH:21][CH2:20][CH2:19][CH2:18][NH:17][CH2:2][C:3]([NH:5][CH2:6][CH2:7][C:8]1[CH:16]=[CH:15][C:11]2[O:12][CH2:13][O:14][C:10]=2[CH:9]=1)=[O:4]. The catalyst class is: 8. (2) Reactant: Cl[C:2]1[CH:11]=[C:10]([C:12]2[CH:17]=[CH:16][C:15]([F:18])=[CH:14][CH:13]=2)[C:9]2[C:4](=[CH:5][C:6]([CH2:19][N:20]3[CH:24]=[C:23]([C@@:25]([OH:32])([CH2:30][CH3:31])[C:26]([F:29])([F:28])[F:27])[N:22]=[N:21]3)=[CH:7][CH:8]=2)[N:3]=1.C([Sn](CCCC)(CCCC)[C:38]([O:40]CC)=[CH2:39])CCC.[Cl-].[Li+].C([O-])(O)=O.[Na+]. Product: [F:18][C:15]1[CH:16]=[CH:17][C:12]([C:10]2[C:9]3[C:4](=[CH:5][C:6]([CH2:19][N:20]4[CH:24]=[C:23]([C@:25]([OH:32])([C:26]([F:29])([F:28])[F:27])[CH2:30][CH3:31])[N:22]=[N:21]4)=[CH:7][CH:8]=3)[N:3]=[C:2]([C:38](=[O:40])[CH3:39])[CH:11]=2)=[CH:13][CH:14]=1. The catalyst class is: 77.